This data is from Catalyst prediction with 721,799 reactions and 888 catalyst types from USPTO. The task is: Predict which catalyst facilitates the given reaction. (1) Reactant: [Cl:1][C:2]([Cl:35])([Cl:34])[CH2:3][O:4][C:5](=[O:33])[NH:6][C:7]1[N:8]([C:17]2[CH:22]=[CH:21][CH:20]=[C:19]([O:23][CH2:24][CH2:25][O:26]C3CCCCO3)[CH:18]=2)[N:9]=[C:10]([C:12]([C:15]#[N:16])([CH3:14])[CH3:13])[CH:11]=1. Product: [Cl:34][C:2]([Cl:1])([Cl:35])[CH2:3][O:4][C:5](=[O:33])[NH:6][C:7]1[N:8]([C:17]2[CH:22]=[CH:21][CH:20]=[C:19]([O:23][CH2:24][CH2:25][OH:26])[CH:18]=2)[N:9]=[C:10]([C:12]([C:15]#[N:16])([CH3:14])[CH3:13])[CH:11]=1. The catalyst class is: 5. (2) Reactant: [Cl:1][C:2]1[CH:3]=[C:4]([C@@H:8]2[C@@H:13]([C:14]3[CH:19]=[CH:18][C:17]([Cl:20])=[CH:16][CH:15]=3)[N:12]([C@@H:21]([CH2:25][CH3:26])[C:22](=[O:24])[CH3:23])[C:11](=[O:27])[C@:10]([CH2:29][C:30]([OH:32])=[O:31])([CH3:28])[CH2:9]2)[CH:5]=[CH:6][CH:7]=1.C([BH-](C(CC)C)C(CC)C)(CC)C.[Na+]. Product: [Cl:1][C:2]1[CH:3]=[C:4]([C@@H:8]2[C@@H:13]([C:14]3[CH:19]=[CH:18][C:17]([Cl:20])=[CH:16][CH:15]=3)[N:12]([C@@H:21]([CH2:25][CH3:26])[C@@H:22]([OH:24])[CH3:23])[C:11](=[O:27])[C@:10]([CH2:29][C:30]([OH:32])=[O:31])([CH3:28])[CH2:9]2)[CH:5]=[CH:6][CH:7]=1. The catalyst class is: 1.